Dataset: Forward reaction prediction with 1.9M reactions from USPTO patents (1976-2016). Task: Predict the product of the given reaction. (1) The product is: [Cl:34][C:30]1[N:29]=[C:28]([C:25]2[C:24]3[CH:35]=[C:20]([CH2:19][OH:18])[C:21]([N:37]4[CH2:42][C@H:41]([CH3:43])[O:40][C@H:39]([CH3:44])[CH2:38]4)=[C:22]([F:36])[C:23]=3[O:27][N:26]=2)[CH:33]=[N:32][CH:31]=1. Given the reactants [Si]([O:18][CH2:19][C:20]1[C:21]([N:37]2[CH2:42][C@H:41]([CH3:43])[O:40][C@H:39]([CH3:44])[CH2:38]2)=[C:22]([F:36])[C:23]2[O:27][N:26]=[C:25]([C:28]3[CH:33]=[N:32][CH:31]=[C:30]([Cl:34])[N:29]=3)[C:24]=2[CH:35]=1)(C(C)(C)C)(C1C=CC=CC=1)C1C=CC=CC=1.Cl, predict the reaction product. (2) Given the reactants [C:1]([C:3]1([C:6]2[CH:7]=[C:8]([CH:27]=[CH:28][CH:29]=2)[CH2:9][N:10]2[C:18]3[C:13](=[CH:14][C:15]([C:19]([O:21]CC=C)=[O:20])=[CH:16][CH:17]=3)[C:12]([CH3:25])=[C:11]2[CH3:26])[CH2:5][CH2:4]1)#[N:2].N1CCOCC1, predict the reaction product. The product is: [C:1]([C:3]1([C:6]2[CH:7]=[C:8]([CH:27]=[CH:28][CH:29]=2)[CH2:9][N:10]2[C:18]3[C:13](=[CH:14][C:15]([C:19]([OH:21])=[O:20])=[CH:16][CH:17]=3)[C:12]([CH3:25])=[C:11]2[CH3:26])[CH2:4][CH2:5]1)#[N:2]. (3) Given the reactants [CH3:1][C@@H:2]1[CH2:7][NH:6][CH2:5][CH2:4][NH:3]1.[C:8](O[C:8]([O:10][C:11]([CH3:14])([CH3:13])[CH3:12])=[O:9])([O:10][C:11]([CH3:14])([CH3:13])[CH3:12])=[O:9], predict the reaction product. The product is: [CH3:1][C@H:2]1[NH:3][CH2:4][CH2:5][N:6]([C:8]([O:10][C:11]([CH3:14])([CH3:13])[CH3:12])=[O:9])[CH2:7]1. (4) Given the reactants [ClH:1].O1CCOCC1.OC(C(F)(F)F)=O.[N:15]1[CH:20]=[CH:19][CH:18]=[C:17]([CH2:21][CH2:22][CH:23]2[N:28]([C:29](=[O:38])[NH:30][C:31]3[CH:36]=[CH:35][C:34]([CH3:37])=[CH:33][CH:32]=3)[CH2:27][CH2:26][N:25](C(OC(C)(C)C)=O)[CH2:24]2)[CH:16]=1, predict the reaction product. The product is: [ClH:1].[ClH:1].[N:15]1[CH:20]=[CH:19][CH:18]=[C:17]([CH2:21][CH2:22][CH:23]2[CH2:24][NH:25][CH2:26][CH2:27][N:28]2[C:29]([NH:30][C:31]2[CH:32]=[CH:33][C:34]([CH3:37])=[CH:35][CH:36]=2)=[O:38])[CH:16]=1. (5) Given the reactants [Br:1][C:2]1[CH:10]=[CH:9][C:5]([C:6]([OH:8])=[O:7])=[CH:4][CH:3]=1.[Cl:11][S:12](O)(=[O:14])=[O:13], predict the reaction product. The product is: [Br:1][C:2]1[CH:10]=[CH:9][C:5]([C:6]([OH:8])=[O:7])=[CH:4][C:3]=1[S:12]([Cl:11])(=[O:14])=[O:13]. (6) Given the reactants [CH2:1]([C@H:4]1[C:8](=[O:9])[N:7]([C:10]([O:12][C:13]([CH3:16])([CH3:15])[CH3:14])=[O:11])[C@H:6]([C:17](OCC)=[O:18])[CH2:5]1)[CH:2]=[CH2:3].[BH4-].[Na+], predict the reaction product. The product is: [OH:18][CH2:17][C@@H:6]([NH:7][C:10](=[O:11])[O:12][C:13]([CH3:16])([CH3:15])[CH3:14])[CH2:5][C@H:4]([CH2:8][OH:9])[CH2:1][CH:2]=[CH2:3]. (7) Given the reactants [CH3:1][C@@H:2]1[CH2:7][CH2:6][C@H:5]([O:8]S(C)(=O)=O)[CH2:4][N:3]1[C:13]([O:15][CH2:16][C:17]1[CH:22]=[CH:21][CH:20]=[CH:19][CH:18]=1)=[O:14].[CH3:23][C:24]([C:26]1[CH:27]=[CH:28][CH:29]=[C:30](O)[CH:31]=1)=[O:25].C(=O)([O-])[O-].[Cs+].[Cs+], predict the reaction product. The product is: [C:24]([C:26]1[CH:31]=[C:30]([CH:29]=[CH:28][CH:27]=1)[O:8][C@H:5]1[CH2:4][N:3]([C:13]([O:15][CH2:16][C:17]2[CH:22]=[CH:21][CH:20]=[CH:19][CH:18]=2)=[O:14])[C@H:2]([CH3:1])[CH2:7][CH2:6]1)(=[O:25])[CH3:23]. (8) The product is: [O:23]=[S:24]1(=[O:48])[CH2:25][CH2:26][CH:27]([O:30][C:31]2[CH:38]=[CH:37][C:36]([C:2]3[C:3]4[CH:10]=[C:9]([C:11]5[CH:16]=[CH:15][C:14]([N:17]6[CH2:22][CH2:21][O:20][CH2:19][CH2:18]6)=[CH:13][CH:12]=5)[NH:8][C:4]=4[N:5]=[CH:6][N:7]=3)=[CH:35][C:32]=2[C:33]#[N:34])[CH2:28][CH2:29]1. Given the reactants Cl[C:2]1[C:3]2[CH:10]=[C:9]([C:11]3[CH:16]=[CH:15][C:14]([N:17]4[CH2:22][CH2:21][O:20][CH2:19][CH2:18]4)=[CH:13][CH:12]=3)[NH:8][C:4]=2[N:5]=[CH:6][N:7]=1.[O:23]=[S:24]1(=[O:48])[CH2:29][CH2:28][CH:27]([O:30][C:31]2[CH:38]=[CH:37][C:36](B3OC(C)(C)C(C)(C)O3)=[CH:35][C:32]=2[C:33]#[N:34])[CH2:26][CH2:25]1.ClCCl.C(=O)([O-])[O-].[Na+].[Na+], predict the reaction product. (9) Given the reactants [CH2:1]([O:8][C:9]1[CH:16]=[CH:15][C:12]([CH:13]=[O:14])=[CH:11][C:10]=1[CH:17]([CH3:19])[CH3:18])[C:2]1[CH:7]=[CH:6][CH:5]=[CH:4][CH:3]=1.[Mn]([O-])(=O)(=O)=[O:21].[K+].[OH-].[Na+], predict the reaction product. The product is: [CH2:1]([O:8][C:9]1[CH:16]=[CH:15][C:12]([C:13]([OH:21])=[O:14])=[CH:11][C:10]=1[CH:17]([CH3:19])[CH3:18])[C:2]1[CH:3]=[CH:4][CH:5]=[CH:6][CH:7]=1.